Dataset: Full USPTO retrosynthesis dataset with 1.9M reactions from patents (1976-2016). Task: Predict the reactants needed to synthesize the given product. The reactants are: [NH2:1][C:2]1[CH:12]=[CH:11][C:5]([C:6]([NH:8][CH2:9][CH3:10])=[O:7])=CC=1.C(=O)C.[CH:16](/[NH:19][C:20](=[O:29])[O:21][CH2:22][C:23]1[CH:28]=[CH:27][CH:26]=[CH:25][CH:24]=1)=[CH:17]\[CH3:18].Cl[C:31]1[CH:36]=CC([C:31]2[C:36]3OP(=O)(O)O[C:31]4[C:36]([C:31]5[CH:36]=CC(Cl)=[CH:33][CH:32]=5)=CC5CCCC[C:33]=5[C:32]=4C=3C3CCCC[C:33]=3[CH:32]=2)=[CH:33][CH:32]=1. Given the product [CH2:9]([NH:8][C:6]([C:5]1[CH:18]=[C:17]2[C:2](=[CH:12][CH:11]=1)[NH:1][C@@H:32]([CH3:33])[C@H:31]([CH3:36])[C@H:16]2[NH:19][C:20](=[O:29])[O:21][CH2:22][C:23]1[CH:24]=[CH:25][CH:26]=[CH:27][CH:28]=1)=[O:7])[CH3:10], predict the reactants needed to synthesize it.